Dataset: Full USPTO retrosynthesis dataset with 1.9M reactions from patents (1976-2016). Task: Predict the reactants needed to synthesize the given product. (1) The reactants are: [C:1](=O)([O-])[O-].[K+].[K+].IC.[Cl:9][C:10]1[CH:11]=[CH:12][C:13]2[N:14]([N:16]=[C:17]([OH:30])[C:18]=2[CH2:19][C:20]2[N:25]=[C:24]([C:26]([O:28][CH3:29])=[O:27])[CH:23]=[CH:22][CH:21]=2)[CH:15]=1.[Cl-].[NH4+]. Given the product [Cl:9][C:10]1[CH:11]=[CH:12][C:13]2[N:14]([N:16]=[C:17]([O:30][CH3:1])[C:18]=2[CH2:19][C:20]2[N:25]=[C:24]([C:26]([O:28][CH3:29])=[O:27])[CH:23]=[CH:22][CH:21]=2)[CH:15]=1, predict the reactants needed to synthesize it. (2) The reactants are: [F:1][C:2]1[CH:3]=[C:4]([N:9]2[C:13]([CH3:15])([CH3:14])[C:12](=[O:16])[N:11]([C:17]3[CH:24]=[CH:23][C:20]([C:21]#[N:22])=[C:19]([C:25]([F:28])([F:27])[F:26])[CH:18]=3)[C:10]2=[S:29])[CH:5]=[CH:6][C:7]=1[OH:8].[O:30]1[CH2:34][CH2:33][CH:32]([CH2:35]O)[CH2:31]1.N(C(N1CCCCC1)=O)=NC(N1CCCCC1)=O.C(P(CCCC)CCCC)CCC. Given the product [F:1][C:2]1[CH:3]=[C:4]([N:9]2[C:13]([CH3:14])([CH3:15])[C:12](=[O:16])[N:11]([C:17]3[CH:24]=[CH:23][C:20]([C:21]#[N:22])=[C:19]([C:25]([F:26])([F:27])[F:28])[CH:18]=3)[C:10]2=[S:29])[CH:5]=[CH:6][C:7]=1[O:8][CH2:35][CH:32]1[CH2:33][CH2:34][O:30][CH2:31]1, predict the reactants needed to synthesize it. (3) Given the product [C:5]([N:9]([CH:10]1[CH2:15][CH2:14][CH2:13][CH2:12][CH2:11]1)[CH2:2][CH2:3][NH2:4])([CH3:8])([CH3:6])[CH3:7], predict the reactants needed to synthesize it. The reactants are: O[CH2:2][C:3]#[N:4].[C:5]([NH:9][CH:10]1[CH2:15][CH2:14][CH2:13][CH2:12][CH2:11]1)([CH3:8])([CH3:7])[CH3:6].[H-].[Al+3].[Li+].[H-].[H-].[H-].O1CCCC1.[OH-].[Na+]. (4) Given the product [Cl:7][C:8]1[CH:17]=[C:16]2[C:11]([C:12]([C:34]3[CH:35]=[C:36]([CH2:45][C:46]([O:47][CH3:48])=[O:3])[CH:40]=[CH:41][CH:42]=3)=[C:13]([CH2:19][C:20]([NH:22][C:23]3[CH:28]=[CH:27][C:26]([F:29])=[CH:25][C:24]=3[C:30]([F:31])([F:33])[F:32])=[O:21])[C:14](=[O:18])[O:15]2)=[CH:10][C:9]=1[CH3:43], predict the reactants needed to synthesize it. The reactants are: C(Cl)(=O)C(Cl)=[O:3].[Cl:7][C:8]1[CH:17]=[C:16]2[C:11]([C:12]([C:34]3[CH:35]=[C:36]([CH:40]=[CH:41][CH:42]=3)C(O)=O)=[C:13]([CH2:19][C:20]([NH:22][C:23]3[CH:28]=[CH:27][C:26]([F:29])=[CH:25][C:24]=3[C:30]([F:33])([F:32])[F:31])=[O:21])[C:14](=[O:18])[O:15]2)=[CH:10][C:9]=1[CH3:43].C1[CH2:48][O:47][CH2:46][CH2:45]1. (5) The reactants are: [C:1]([C:4]1[C:22](=[O:23])[C@@:8]2([CH3:24])[C:9]3[C:15]([OH:16])=[CH:14][C:13]([O:17][CH3:18])=[C:12]([C:19]([NH2:21])=[O:20])[C:10]=3[O:11][C:7]2=[CH:6][C:5]=1[OH:25])(=[O:3])[CH3:2].[F:26][C:27]1[CH:46]=[CH:45][C:30]([CH2:31][O:32][C:33]2[C:40]([CH3:41])=[C:39]([CH3:42])[C:36]([CH:37]=O)=[C:35]([CH3:43])[C:34]=2[CH3:44])=[CH:29][CH:28]=1.C([SiH](CC)CC)C.FC(F)(F)C(O)=O. Given the product [C:1]([C:4]1[C:22](=[O:23])[C@@:8]2([CH3:24])[C:9]3[C:15]([OH:16])=[CH:14][C:13]([O:17][CH3:18])=[C:12]([C:19]([NH:21][CH2:37][C:36]4[C:39]([CH3:42])=[C:40]([CH3:41])[C:33]([O:32][CH2:31][C:30]5[CH:29]=[CH:28][C:27]([F:26])=[CH:46][CH:45]=5)=[C:34]([CH3:44])[C:35]=4[CH3:43])=[O:20])[C:10]=3[O:11][C:7]2=[CH:6][C:5]=1[OH:25])(=[O:3])[CH3:2], predict the reactants needed to synthesize it. (6) Given the product [ClH:37].[NH2:27][C:25]1[CH:24]=[CH:23][C:21]2[NH:22][C:17]([C:3]3[C:4](=[O:16])[C:5]([CH3:15])([CH2:12][CH2:13][CH3:14])[C:6]4[C:11]([C:2]=3[OH:1])=[CH:10][CH:9]=[CH:8][CH:7]=4)=[N:18][S:19](=[O:36])(=[O:35])[C:20]=2[CH:26]=1, predict the reactants needed to synthesize it. The reactants are: [OH:1][C:2]1[C:11]2[C:6](=[CH:7][CH:8]=[CH:9][CH:10]=2)[C:5]([CH3:15])([CH2:12][CH2:13][CH3:14])[C:4](=[O:16])[C:3]=1[C:17]1[NH:22][C:21]2[CH:23]=[CH:24][C:25]([NH:27]C(=O)OC(C)(C)C)=[CH:26][C:20]=2[S:19](=[O:36])(=[O:35])[N:18]=1.[ClH:37].